Dataset: Full USPTO retrosynthesis dataset with 1.9M reactions from patents (1976-2016). Task: Predict the reactants needed to synthesize the given product. (1) Given the product [CH2:34]([NH:36][C:37](=[O:46])[CH:38]([NH:39][C:31]([C:3]1[N:4]([CH3:30])[C:5]2[C:10]([C:2]=1[Cl:1])=[CH:9][C:8]([NH:11][C:12]([C:14]1[C:15]([C:20]3[CH:25]=[CH:24][C:23]([C:26]([F:28])([F:27])[F:29])=[CH:22][CH:21]=3)=[CH:16][CH:17]=[CH:18][CH:19]=1)=[O:13])=[CH:7][CH:6]=2)=[O:32])[C:40]1[CH:45]=[CH:44][CH:43]=[CH:42][CH:41]=1)[CH3:35], predict the reactants needed to synthesize it. The reactants are: [Cl:1][C:2]1[C:10]2[C:5](=[CH:6][CH:7]=[C:8]([NH:11][C:12]([C:14]3[C:15]([C:20]4[CH:25]=[CH:24][C:23]([C:26]([F:29])([F:28])[F:27])=[CH:22][CH:21]=4)=[CH:16][CH:17]=[CH:18][CH:19]=3)=[O:13])[CH:9]=2)[N:4]([CH3:30])[C:3]=1[CH:31]=[O:32].Cl.[CH2:34]([NH:36][C:37](=[O:46])[C@H:38]([C:40]1[CH:45]=[CH:44][CH:43]=[CH:42][CH:41]=1)[NH2:39])[CH3:35].[BH-](OC(C)=O)(OC(C)=O)OC(C)=O.[Na+].C([O-])(O)=O.[Na+]. (2) Given the product [Cl:3][C:4]1[C:9]([O:10][CH3:11])=[C:8]([CH2:12][N:13]2[CH2:14][CH2:15][CH:16]([N:19]3[CH2:28][CH2:27][C:26]4[N:25]=[C:24]([CH2:29][CH3:30])[C:23]([C:31]([OH:33])=[O:32])=[CH:22][C:21]=4[C:20]3=[O:35])[CH2:17][CH2:18]2)[CH:7]=[C:6]([CH:36]2[CH2:37][CH2:38]2)[C:5]=1[C:39]1[CH:44]=[CH:43][C:42]([F:45])=[CH:41][C:40]=1[F:46], predict the reactants needed to synthesize it. The reactants are: [OH-].[Na+].[Cl:3][C:4]1[C:9]([O:10][CH3:11])=[C:8]([CH2:12][N:13]2[CH2:18][CH2:17][CH:16]([N:19]3[CH2:28][CH2:27][C:26]4[N:25]=[C:24]([CH2:29][CH3:30])[C:23]([C:31]([O:33]C)=[O:32])=[CH:22][C:21]=4[C:20]3=[O:35])[CH2:15][CH2:14]2)[CH:7]=[C:6]([CH:36]2[CH2:38][CH2:37]2)[C:5]=1[C:39]1[CH:44]=[CH:43][C:42]([F:45])=[CH:41][C:40]=1[F:46]. (3) Given the product [CH3:1][O:2][C:3]([C:5]1[N:6]=[C:7]([CH:10]([NH:13][C:14]([C:16]2[C:17]3[CH:24]=[N:23][N:22]([C:25]4[CH:30]=[CH:29][C:28]([F:31])=[CH:27][CH:26]=4)[C:18]=3[CH:19]=[N:20][CH:21]=2)=[O:15])[CH2:11][CH3:12])[S:8][CH:9]=1)=[O:4], predict the reactants needed to synthesize it. The reactants are: [CH3:1][O:2][C:3]([C@@H:5]1[CH2:9][S:8][C:7]([CH:10]([NH:13][C:14]([C:16]2[C:17]3[CH:24]=[N:23][N:22]([C:25]4[CH:30]=[CH:29][C:28]([F:31])=[CH:27][CH:26]=4)[C:18]=3[CH:19]=[N:20][CH:21]=2)=[O:15])[CH2:11][CH3:12])=[N:6]1)=[O:4].C1CCN2C(=NCCC2)CC1.BrC(Cl)(Cl)Cl. (4) Given the product [CH3:15][O:14][C:12]1[CH:11]=[CH:10][N:9]=[C:8]([CH2:7][OH:6])[CH:13]=1, predict the reactants needed to synthesize it. The reactants are: [OH-].[Na+].C([O:6][CH2:7][C:8]1[CH:13]=[C:12]([O:14][CH3:15])[CH:11]=[CH:10][N:9]=1)(=O)C.Cl. (5) Given the product [NH3:16].[OH:34][C@@H:31]1[CH2:32][CH2:33][C@H:28]([NH:27][C:10](=[O:12])[C:9]2[CH:13]=[CH:14][CH:15]=[N:16][C:8]=2[O:7][C:6]2[CH:5]=[CH:4][C:3]([S:2][CH3:1])=[CH:18][CH:17]=2)[CH2:29][CH2:30]1, predict the reactants needed to synthesize it. The reactants are: [CH3:1][S:2][C:3]1[CH:18]=[CH:17][C:6]([O:7][C:8]2[N:16]=[CH:15][CH:14]=[CH:13][C:9]=2[C:10]([OH:12])=O)=[CH:5][CH:4]=1.C(N(CC)CC)C.Cl.[NH2:27][C@@H:28]1[CH2:33][CH2:32][C@H:31]([OH:34])[CH2:30][CH2:29]1.Cl.CN(C)CCCN=C=NCC.ON1C2C=CC=CC=2N=N1. (6) The reactants are: Cl.Cl.C[O:4][C:5](=[O:13])[C@H:6]([CH2:8][CH2:9][CH2:10][CH2:11][NH2:12])[NH2:7].O.O.O.O.O.O.O.O.O.O.O.O.OP([O-])([O-])=O.[Na+].[Na+]. Given the product [NH2:7][C@H:6]([C:5]([OH:13])=[O:4])[CH2:8][CH2:9][CH2:10][CH2:11][NH2:12], predict the reactants needed to synthesize it. (7) Given the product [F:31][C:27]1[CH:28]=[CH:29][CH:30]=[C:2]([F:1])[C:3]=1[C:4]([NH:6][C:7]1[C:8]([C:12]2[NH:16][C:15](=[O:26])[NH:14][N:13]=2)=[N:9][NH:10][CH:11]=1)=[O:5], predict the reactants needed to synthesize it. The reactants are: [F:1][C:2]1[CH:30]=[CH:29][CH:28]=[C:27]([F:31])[C:3]=1[C:4]([NH:6][C:7]1[C:8]([C:12]2[N:16](CC3C=CC(OC)=CC=3)[C:15](=[O:26])[NH:14][N:13]=2)=[N:9][NH:10][CH:11]=1)=[O:5].C1(OC)C=CC=CC=1.FC(F)(F)C(O)=O. (8) Given the product [CH3:40][C:36]([N:33]1[CH2:32][CH2:31][N:30]([CH2:29][C:27]2[S:28][C:8]3[C:7]([N:1]4[CH2:6][CH2:5][O:4][CH2:3][CH2:2]4)=[N:12][C:11]([C:43]4[CH:48]=[N:47][CH:46]=[C:45]5[NH:49][CH:50]=[CH:51][C:44]=45)=[N:10][C:9]=3[CH:26]=2)[CH2:35][CH2:34]1)([CH3:41])[C:37]([NH2:39])=[O:38], predict the reactants needed to synthesize it. The reactants are: [N:1]1([C:7]2[C:8]3[S:28][C:27]([CH2:29][N:30]4[CH2:35][CH2:34][N:33]([C:36]([CH3:41])([CH3:40])[C:37]([NH2:39])=[O:38])[CH2:32][CH2:31]4)=[CH:26][C:9]=3[N:10]=[C:11]([Sn](CCCC)(CCCC)CCCC)[N:12]=2)[CH2:6][CH2:5][O:4][CH2:3][CH2:2]1.Br[C:43]1[CH:48]=[N:47][CH:46]=[C:45]2[NH:49][CH:50]=[CH:51][C:44]=12. (9) Given the product [C:22]([NH:1][C:2]1[C:9]([CH3:10])=[CH:8][C:5]([C:6]#[N:7])=[CH:4][C:3]=1[Cl:11])(=[O:24])[CH3:23], predict the reactants needed to synthesize it. The reactants are: [NH2:1][C:2]1[C:9]([CH3:10])=[CH:8][C:5]([C:6]#[N:7])=[CH:4][C:3]=1[Cl:11].C[Si]([N-][Si](C)(C)C)(C)C.[Na+].[C:22](Cl)(=[O:24])[CH3:23].Cl. (10) Given the product [BrH:1].[CH3:12][S:11][C:7]1[N:6]=[C:5]([C:3]2[N:13]=[C:14]([NH2:16])[S:15][CH:2]=2)[CH:10]=[CH:9][N:8]=1, predict the reactants needed to synthesize it. The reactants are: [Br:1][CH2:2][C:3]([C:5]1[CH:10]=[CH:9][N:8]=[C:7]([S:11][CH3:12])[N:6]=1)=O.[NH2:13][C:14]([NH2:16])=[S:15].